Dataset: NCI-60 drug combinations with 297,098 pairs across 59 cell lines. Task: Regression. Given two drug SMILES strings and cell line genomic features, predict the synergy score measuring deviation from expected non-interaction effect. (1) Synergy scores: CSS=-3.94, Synergy_ZIP=2.62, Synergy_Bliss=2.60, Synergy_Loewe=-1.28, Synergy_HSA=-1.28. Drug 2: C1CN(P(=O)(OC1)NCCCl)CCCl. Drug 1: CCCCCOC(=O)NC1=NC(=O)N(C=C1F)C2C(C(C(O2)C)O)O. Cell line: IGROV1. (2) Drug 1: COC1=C2C(=CC3=C1OC=C3)C=CC(=O)O2. Drug 2: CC1C(C(CC(O1)OC2CC(CC3=C2C(=C4C(=C3O)C(=O)C5=CC=CC=C5C4=O)O)(C(=O)C)O)N)O. Cell line: MCF7. Synergy scores: CSS=29.5, Synergy_ZIP=0.0663, Synergy_Bliss=-1.14, Synergy_Loewe=-13.2, Synergy_HSA=-0.459. (3) Drug 1: CC1=C(C=C(C=C1)NC2=NC=CC(=N2)N(C)C3=CC4=NN(C(=C4C=C3)C)C)S(=O)(=O)N.Cl. Drug 2: CC12CCC3C(C1CCC2=O)CC(=C)C4=CC(=O)C=CC34C. Cell line: SNB-75. Synergy scores: CSS=18.6, Synergy_ZIP=-9.01, Synergy_Bliss=-1.23, Synergy_Loewe=-5.17, Synergy_HSA=0.318. (4) Drug 1: CC1C(C(=O)NC(C(=O)N2CCCC2C(=O)N(CC(=O)N(C(C(=O)O1)C(C)C)C)C)C(C)C)NC(=O)C3=C4C(=C(C=C3)C)OC5=C(C(=O)C(=C(C5=N4)C(=O)NC6C(OC(=O)C(N(C(=O)CN(C(=O)C7CCCN7C(=O)C(NC6=O)C(C)C)C)C)C(C)C)C)N)C. Drug 2: C1=NC2=C(N=C(N=C2N1C3C(C(C(O3)CO)O)O)F)N. Cell line: SN12C. Synergy scores: CSS=43.0, Synergy_ZIP=-12.1, Synergy_Bliss=-4.19, Synergy_Loewe=-3.41, Synergy_HSA=-0.457. (5) Drug 1: C1CC2CC3=C(CC1C24CN(S(=O)(=O)N4)CC(F)(F)F)C=CC(=C3)C=CCN5CCC(CC5)C(F)(F)F. Drug 2: CN(C)C(=N)N=C(N)N. Cell line: NCI-H460. Synergy scores: CSS=23.0, Synergy_ZIP=-5.30, Synergy_Bliss=-1.91, Synergy_Loewe=-14.2, Synergy_HSA=0.177. (6) Drug 1: CC1=C(C=C(C=C1)NC2=NC=CC(=N2)N(C)C3=CC4=NN(C(=C4C=C3)C)C)S(=O)(=O)N.Cl. Drug 2: CC1=C(C(=CC=C1)Cl)NC(=O)C2=CN=C(S2)NC3=CC(=NC(=N3)C)N4CCN(CC4)CCO. Cell line: SN12C. Synergy scores: CSS=25.8, Synergy_ZIP=0.00342, Synergy_Bliss=4.70, Synergy_Loewe=-4.37, Synergy_HSA=6.13. (7) Drug 1: C1=NC2=C(N=C(N=C2N1C3C(C(C(O3)CO)O)F)Cl)N. Drug 2: CCC1(C2=C(COC1=O)C(=O)N3CC4=CC5=C(C=CC(=C5CN(C)C)O)N=C4C3=C2)O.Cl. Cell line: IGROV1. Synergy scores: CSS=16.1, Synergy_ZIP=0.386, Synergy_Bliss=2.04, Synergy_Loewe=-4.15, Synergy_HSA=2.60.